This data is from Peptide-MHC class I binding affinity with 185,985 pairs from IEDB/IMGT. The task is: Regression. Given a peptide amino acid sequence and an MHC pseudo amino acid sequence, predict their binding affinity value. This is MHC class I binding data. (1) The peptide sequence is RVVRPWGSY. The MHC is HLA-B27:03 with pseudo-sequence HLA-B27:03. The binding affinity (normalized) is 0.0847. (2) The peptide sequence is SQIQLSLLK. The MHC is HLA-A68:01 with pseudo-sequence HLA-A68:01. The binding affinity (normalized) is 0.192. (3) The peptide sequence is ATTFARFLY. The MHC is HLA-A03:01 with pseudo-sequence HLA-A03:01. The binding affinity (normalized) is 0.509.